Dataset: Reaction yield outcomes from USPTO patents with 853,638 reactions. Task: Predict the reaction yield, written as a fraction of the theoretical maximum amount of product (1.0 means a 100% yield; for example, 0.34 means a 34% yield). (1) The reactants are Br[C:2]1[CH:7]=[CH:6][CH:5]=[C:4]([S:8][CH3:9])[CH:3]=1.[Li]CCCC.[C:15]([O:19][C:20]([N:22]1[CH2:27][CH2:26][C:25](=[O:28])[CH2:24][CH2:23]1)=[O:21])([CH3:18])([CH3:17])[CH3:16]. The catalyst is C1COCC1. The product is [C:15]([O:19][C:20]([N:22]1[CH2:27][CH2:26][C:25]([OH:28])([C:2]2[CH:7]=[CH:6][CH:5]=[C:4]([S:8][CH3:9])[CH:3]=2)[CH2:24][CH2:23]1)=[O:21])([CH3:18])([CH3:16])[CH3:17]. The yield is 0.760. (2) The reactants are [CH3:1][N:2]1[CH2:7][CH2:6][NH:5][CH2:4][CH:3]1[CH3:8].F[C:10]1[CH:20]=[CH:19][C:13]([C:14]([O:16][CH2:17][CH3:18])=[O:15])=[CH:12][CH:11]=1. The catalyst is CC(N(C)C)=O. The product is [CH3:8][CH:3]1[N:2]([CH3:1])[CH2:7][CH2:6][N:5]([C:10]2[CH:20]=[CH:19][C:13]([C:14]([O:16][CH2:17][CH3:18])=[O:15])=[CH:12][CH:11]=2)[CH2:4]1. The yield is 0.362. (3) The reactants are Br[C:2]1[CH:7]=[C:6]([CH3:8])[CH:5]=[C:4]([Br:9])[CH:3]=1.[Cu](C#N)[C:11]#[N:12].N1C=CC=CC=1.N. The catalyst is O.CN(C=O)C. The product is [Br:9][C:4]1[CH:3]=[C:2]([CH:7]=[C:6]([CH3:8])[CH:5]=1)[C:11]#[N:12]. The yield is 0.740. (4) The reactants are [Li+].CC([N-]C(C)C)C.[CH3:9][N:10]1[CH2:15][CH2:14][C:13](=[O:16])[CH2:12][CH2:11]1.C1(N([S:24]([C:27]([F:30])([F:29])[F:28])(=[O:26])=[O:25])[S:24]([C:27]([F:30])([F:29])[F:28])(=[O:26])=[O:25])C=CC=CC=1.O. The yield is 0.800. The catalyst is C1COCC1. The product is [F:28][C:27]([F:30])([F:29])[S:24]([O:16][C:13]1[CH2:12][CH2:11][N:10]([CH3:9])[CH2:15][CH:14]=1)(=[O:26])=[O:25]. (5) The reactants are [F:1][C:2]([F:14])([F:13])[C:3]([C:5]1[S:9][C:8]([C:10]([OH:12])=O)=[CH:7][CH:6]=1)=[O:4].F[P-](F)(F)(F)(F)F.N1(O[P+](N(C)C)(N(C)C)N(C)C)C2C=CC=CC=2N=N1.[NH2:42][S:43]([C:46]1[CH:51]=[CH:50][C:49]([NH:52][C:53](=[O:55])[CH3:54])=[CH:48][CH:47]=1)(=[O:45])=[O:44].CCN(P1(N(C)CCCN1C)=NC(C)(C)C)CC. The catalyst is C(Cl)Cl. The product is [C:53]([NH:52][C:49]1[CH:48]=[CH:47][C:46]([S:43]([NH:42][C:10]([C:8]2[S:9][C:5]([C:3](=[O:4])[C:2]([F:1])([F:14])[F:13])=[CH:6][CH:7]=2)=[O:12])(=[O:44])=[O:45])=[CH:51][CH:50]=1)(=[O:55])[CH3:54]. The yield is 0.630. (6) The reactants are Cl[C:2]1[C:11]2[C:6](=[CH:7][CH:8]=[C:9]([N+:12]([O-:14])=[O:13])[CH:10]=2)[N:5]=[CH:4][N:3]=1.CCN(C(C)C)C(C)C.[C:24]([N:31]1[CH2:36][CH2:35][NH:34][CH2:33][CH2:32]1)([O:26][C:27]([CH3:30])([CH3:29])[CH3:28])=[O:25]. The catalyst is CC(O)C. The product is [N+:12]([C:9]1[CH:10]=[C:11]2[C:6](=[CH:7][CH:8]=1)[N:5]=[CH:4][N:3]=[C:2]2[N:34]1[CH2:33][CH2:32][N:31]([C:24]([O:26][C:27]([CH3:30])([CH3:29])[CH3:28])=[O:25])[CH2:36][CH2:35]1)([O-:14])=[O:13]. The yield is 0.890. (7) The reactants are [NH2:1][C:2]1[CH:7]=[C:6]([O:8][CH3:9])[C:5]([Br:10])=[CH:4][C:3]=1[CH2:11][OH:12]. The catalyst is C(Cl)Cl.[O-2].[Mn+4].[O-2]. The product is [NH2:1][C:2]1[CH:7]=[C:6]([O:8][CH3:9])[C:5]([Br:10])=[CH:4][C:3]=1[CH:11]=[O:12]. The yield is 0.670.